Dataset: Full USPTO retrosynthesis dataset with 1.9M reactions from patents (1976-2016). Task: Predict the reactants needed to synthesize the given product. (1) Given the product [Br:8][C:6]1[CH:7]=[C:2]([C:17]2[CH:18]=[N:19][C:20]3[C:25]([CH:26]=2)=[CH:24][CH:23]=[CH:22][CH:21]=3)[CH:3]=[N:4][CH:5]=1, predict the reactants needed to synthesize it. The reactants are: Br[C:2]1[CH:3]=[N:4][CH:5]=[C:6]([Br:8])[CH:7]=1.CC1(C)C(C)(C)OB([C:17]2[CH:18]=[N:19][C:20]3[C:25]([CH:26]=2)=[CH:24][CH:23]=[CH:22][CH:21]=3)O1.C([O-])([O-])=O.[K+].[K+].C1COCC1. (2) Given the product [OH:8][C:9]1[CH:13]=[C:12]([CH3:14])[N:11]([C:15]([O:17][C:18]([CH3:21])([CH3:20])[CH3:19])=[O:16])[N:10]=1, predict the reactants needed to synthesize it. The reactants are: C(N(CC)CC)C.[OH:8][C:9]1[CH:13]=[C:12]([CH3:14])[NH:11][N:10]=1.[C:15](O[C:15]([O:17][C:18]([CH3:21])([CH3:20])[CH3:19])=[O:16])([O:17][C:18]([CH3:21])([CH3:20])[CH3:19])=[O:16].